Task: Binary Classification. Given two protein amino acid sequences, predict whether they physically interact or not.. Dataset: Human Reference Interactome with 51,813 positive PPI pairs across 8,248 proteins, plus equal number of experimentally-validated negative pairs Protein 1 (ENSG00000137868) has sequence MSSQPAGNQTSPGATEDYSYGSWYIDEPQGGEELQPEGEVPSCHTSIPPGLYHACLASLSILVLLLLAMLVRRRQLWPDCVRGRPGLPSPVDFLAGDRPRAVPAAVFMVLLSSLCLLLPDEDALPFLTLASAPSQDGKTEAPRGAWKILGLFYYAALYYPLAACATAGHTAAHLLGSTLSWAHLGVQVWQRAECPQVPKIYKYYSLLASLPLLLGLGFLSLWYPVQLVRSFSRRTGAGSKGLQSSYSEEYLRNLLCRKKLGSSYHTSKHGFLSWARVCLRHCIYTPQPGFHLPLKLVLSA.... Protein 2 (ENSG00000187123) has sequence MEPGPALAWLLLLSLLADCLKAAQSRDFTVKDIIYLHPSTTPYPGGFKCFTCEKAADNYECNRWAPDIYCPRETRYCYTQHTMEVTGNSISVTKRCVPLEECLSTGCRDSEHEGHKVCTSCCEGNICNLPLPRNETDATFATTSPINQTNGHPRCMSVIVSCLWLWLGLML*MEPGPALAWLLLLSLLADCLKAAQSRDFTVKDIIYLHPSTTPYPGGFKCFTCEKAADNYECNRWAPDIYCPRGTMI*MEPGPALAWLLLLSLLADCLKAAQSRDFTVKDIIYLHPSTTPYPGGFKCFT.... Result: 0 (the proteins do not interact).